Dataset: Forward reaction prediction with 1.9M reactions from USPTO patents (1976-2016). Task: Predict the product of the given reaction. (1) Given the reactants [C:1]([O:5][C@@H:6]([C:10]1[C:31]([CH3:32])=[CH:30][C:13]2[N:14]=[C:15]([C:17]3[CH:18]=[C:19]4[C:23](=[CH:24]C=3)[N:22]([CH3:26])[N:21]=[C:20]4[CH:27]3[CH2:29]C3)[S:16][C:12]=2[C:11]=1[C:33]1[CH:38]=[CH:37][C:36]([Cl:39])=[CH:35][CH:34]=1)[C:7]([OH:9])=[O:8])([CH3:4])([CH3:3])[CH3:2].BrC1C=CC2C(=C(C)N(C)N=2)C=1, predict the reaction product. The product is: [C:1]([O:5][C@@H:6]([C:10]1[C:31]([CH3:32])=[CH:30][C:13]2[N:14]=[C:15]([C:17]3[CH:29]=[CH:27][C:20]4[C:19](=[C:23]([CH3:24])[N:22]([CH3:26])[N:21]=4)[CH:18]=3)[S:16][C:12]=2[C:11]=1[C:33]1[CH:34]=[CH:35][C:36]([Cl:39])=[CH:37][CH:38]=1)[C:7]([OH:9])=[O:8])([CH3:4])([CH3:3])[CH3:2]. (2) Given the reactants [O:1]=[S:2]1(=[O:28])[CH2:7][CH2:6][CH:5]([CH2:8][C:9]2[C:17]3[C:12](=[C:13]([C:25]([NH2:27])=[O:26])[CH:14]=[C:15]([C:18]4[CH:22]=[C:21]([CH:23]=O)[S:20][CH:19]=4)[CH:16]=3)[NH:11][CH:10]=2)[CH2:4][CH2:3]1.[NH:29]1[CH2:35][CH2:34][CH2:33][CH2:32][CH2:31][CH2:30]1.C(O)(=O)C.C(O[BH-](OC(=O)C)OC(=O)C)(=O)C, predict the reaction product. The product is: [O:28]=[S:2]1(=[O:1])[CH2:3][CH2:4][CH:5]([CH2:8][C:9]2[C:17]3[C:12](=[C:13]([C:25]([NH2:27])=[O:26])[CH:14]=[C:15]([C:18]4[CH:22]=[C:21]([CH2:23][N:29]5[CH2:35][CH2:34][CH2:33][CH2:32][CH2:31][CH2:30]5)[S:20][CH:19]=4)[CH:16]=3)[NH:11][CH:10]=2)[CH2:6][CH2:7]1.